Dataset: Catalyst prediction with 721,799 reactions and 888 catalyst types from USPTO. Task: Predict which catalyst facilitates the given reaction. (1) The catalyst class is: 6. Product: [CH3:1][O:2][C:3]([C:5]1[CH:15]=[C:14]([O:16][CH2:18][CH2:19][C:20]2[CH:21]=[C:22]([CH3:26])[CH:23]=[CH:24][CH:25]=2)[C:8]2[O:9][C:10]([F:13])([F:12])[O:11][C:7]=2[CH:6]=1)=[O:4]. Reactant: [CH3:1][O:2][C:3]([C:5]1[CH:15]=[C:14]([OH:16])[C:8]2[O:9][C:10]([F:13])([F:12])[O:11][C:7]=2[CH:6]=1)=[O:4].Br[CH2:18][CH2:19][C:20]1[CH:25]=[CH:24][CH:23]=[C:22]([CH3:26])[CH:21]=1.C([O-])([O-])=O.[K+].[K+].CN(C=O)C. (2) Reactant: [CH3:1][C:2]1[CH:3]=[C:4]([N+:22]([O-:24])=[O:23])[C:5]([NH:8][CH2:9][C@@H:10]2[CH2:14][CH2:13][N:12](C(OC(C)(C)C)=O)[CH2:11]2)=[N:6][CH:7]=1.FC(F)(F)C(O)=O. Product: [CH3:1][C:2]1[CH:3]=[C:4]([N+:22]([O-:24])=[O:23])[C:5]([NH:8][CH2:9][C@@H:10]2[CH2:14][CH2:13][NH:12][CH2:11]2)=[N:6][CH:7]=1. The catalyst class is: 4. (3) Reactant: [C:1]([O:5][C:6](=[O:26])[NH:7][C:8]1[CH:9]=[C:10]([C:15]2[CH:20]=[CH:19][C:18]([C:21](=[O:24])[CH2:22][CH3:23])=[CH:17][C:16]=2[CH3:25])[C:11]([CH3:14])=[CH:12][CH:13]=1)([CH3:4])([CH3:3])[CH3:2].[H-].[Na+].[C:29]([O:37][CH2:38][C:39]1[CH:40]=[C:41]([CH:44]=[CH:45][C:46]=1[CH2:47][O:48][C:49](=[O:56])[C:50]1[CH:55]=[CH:54][CH:53]=[CH:52][CH:51]=1)[CH2:42]Br)(=[O:36])[C:30]1[CH:35]=[CH:34][CH:33]=[CH:32][CH:31]=1. Product: [C:29]([O:37][CH2:38][C:39]1[CH:40]=[C:41]([CH2:42][N:7]([C:6]([O:5][C:1]([CH3:3])([CH3:2])[CH3:4])=[O:26])[C:8]2[CH:9]=[C:10]([C:15]3[CH:20]=[CH:19][C:18]([C:21](=[O:24])[CH2:22][CH3:23])=[CH:17][C:16]=3[CH3:25])[C:11]([CH3:14])=[CH:12][CH:13]=2)[CH:44]=[CH:45][C:46]=1[CH2:47][O:48][C:49](=[O:56])[C:50]1[CH:51]=[CH:52][CH:53]=[CH:54][CH:55]=1)(=[O:36])[C:30]1[CH:31]=[CH:32][CH:33]=[CH:34][CH:35]=1. The catalyst class is: 9. (4) Reactant: Br[C:2]1[C:7]2[CH:8]=[C:9]([C:12]([F:15])([F:14])[F:13])[CH:10]=[CH:11][C:6]=2[O:5][C:4]([CH2:18][F:19])([CH2:16][F:17])[CH:3]=1.C([Li])CCC.[C:25](=[S:32])(OCC)[O:26][CH2:27][CH3:28].[Cl-].[NH4+]. Product: [F:17][CH2:16][C:4]1([CH2:18][F:19])[CH:3]=[C:2]([C:25](=[S:32])[O:26][CH2:27][CH3:28])[C:7]2[CH:8]=[C:9]([C:12]([F:15])([F:14])[F:13])[CH:10]=[CH:11][C:6]=2[O:5]1. The catalyst class is: 310.